Dataset: Catalyst prediction with 721,799 reactions and 888 catalyst types from USPTO. Task: Predict which catalyst facilitates the given reaction. (1) Reactant: [Br:1][C:2]1[CH:11]=[C:10]2[C:5]([C:6]([OH:26])=[C:7]([C:15]([NH:17][CH2:18][C:19]([O:21]C(C)(C)C)=[O:20])=[O:16])[C:8](=[O:14])[C:9]2([CH3:13])[CH3:12])=[CH:4][CH:3]=1.C(O)(C(F)(F)F)=O. Product: [Br:1][C:2]1[CH:11]=[C:10]2[C:5]([C:6]([OH:26])=[C:7]([C:15]([NH:17][CH2:18][C:19]([OH:21])=[O:20])=[O:16])[C:8](=[O:14])[C:9]2([CH3:13])[CH3:12])=[CH:4][CH:3]=1. The catalyst class is: 6. (2) Reactant: Br[CH2:2][CH2:3][CH2:4][N:5]1[C:13]([S:14][C:15]2[CH:20]=[C:19]([Cl:21])[CH:18]=[C:17]([Cl:22])[CH:16]=2)=[N:12][C:11]2[C:6]1=[N:7][CH:8]=[N:9][C:10]=2[NH2:23].[NH2:24][CH2:25][CH2:26][CH2:27][CH2:28][CH2:29][CH2:30][NH:31][C:32](=[O:38])[O:33][C:34]([CH3:37])([CH3:36])[CH3:35]. Product: [C:34]([O:33][C:32](=[O:38])[NH:31][CH2:30][CH2:29][CH2:28][CH2:27][CH2:26][CH2:25][NH:24][CH2:2][CH2:3][CH2:4][N:5]1[C:13]([S:14][C:15]2[CH:20]=[C:19]([Cl:21])[CH:18]=[C:17]([Cl:22])[CH:16]=2)=[N:12][C:11]2[C:6]1=[N:7][CH:8]=[N:9][C:10]=2[NH2:23])([CH3:37])([CH3:35])[CH3:36]. The catalyst class is: 3.